From a dataset of Kinase inhibitor binding affinity data with 442 proteins and 68 drugs (Kd values). Regression. Given a target protein amino acid sequence and a drug SMILES string, predict the binding affinity score between them. We predict pKd (pKd = -log10(Kd in M); higher means stronger binding). Dataset: davis. (1) The drug is Oc1cccc(-c2nc(N3CCOCC3)c3oc4ncccc4c3n2)c1. The target protein (PIK3CA(Q546K)) has sequence TMPPRPSSGELWGIHLMPPRILVECLLPNGMIVTLECLREATLITIKHELFKEARKYPLHQLLQDESSYIFVSVTQEAEREEFFDETRRLCDLRLFQPFLKVIEPVGNREEKILNREIGFAIGMPVCEFDMVKDPEVQDFRRNILNVCKEAVDLRDLNSPHSRAMYVYPPNVESSPELPKHIYNKLDKGQIIVVIWVIVSPNNDKQKYTLKINHDCVPEQVIAEAIRKKTRSMLLSSEQLKLCVLEYQGKYILKVCGCDEYFLEKYPLSQYKYIRSCIMLGRMPNLMLMAKESLYSQLPMDCFTMPSYSRRISTATPYMNGETSTKSLWVINSALRIKILCATYVNVNIRDIDKIYVRTGIYHGGEPLCDNVNTQRVPCSNPRWNEWLNYDIYIPDLPRAARLCLSICSVKGRKGAKEEHCPLAWGNINLFDYTDTLVSGKMALNLWPVPHGLEDLLNPIGVTGSNPNKETPCLELEFDWFSSVVKFPDMSVIEEHANWS.... The pKd is 8.8. (2) The small molecule is Cc1ccc(NC(=O)c2ccc(CN3CCN(C)CC3)cc2)cc1Nc1nccc(-c2cccnc2)n1. The target protein (RET(V804M)) has sequence MAKATSGAAGLRLLLLLLLPLLGKVALGLYFSRDAYWEKLYVDQAAGTPLLYVHALRDAPEEVPSFRLGQHLYGTYRTRLHENNWICIQEDTGLLYLNRSLDHSSWEKLSVRNRGFPLLTVYLKVFLSPTSLREGECQWPGCARVYFSFFNTSFPACSSLKPRELCFPETRPSFRIRENRPPGTFHQFRLLPVQFLCPNISVAYRLLEGEGLPFRCAPDSLEVSTRWALDREQREKYELVAVCTVHAGAREEVVMVPFPVTVYDEDDSAPTFPAGVDTASAVVEFKRKEDTVVATLRVFDADVVPASGELVRRYTSTLLPGDTWAQQTFRVEHWPNETSVQANGSFVRATVHDYRLVLNRNLSISENRTMQLAVLVNDSDFQGPGAGVLLLHFNVSVLPVSLHLPSTYSLSVSRRARRFAQIGKVCVENCLADLTGDAVSGRDEARSSGLGSQKHPGS. The pKd is 5.0. (3) The small molecule is Cn1cc(-c2ccc3nnc(Sc4ccc5ncccc5c4)n3n2)cn1. The target protein is PFCDPK1(Pfalciparum). The pKd is 5.0. (4) The compound is CC(O)C(=O)O.CN1CCN(c2ccc3c(c2)NC(=C2C(=O)N=c4cccc(F)c4=C2N)N3)CC1.O. The target protein (CDC2L5) has sequence MLPEDKEADSLRGNISVKAVKKEVEKKLRCLLADLPLPPELPGGDDLSKSPEEKKTATQLHSKRRPKICGPRYGETKEKDIDWGKRCVDKFDIIGIIGEGTYGQVYKARDKDTGEMVALKKVRLDNEKEGFPITAIREIKILRQLTHQSIINMKEIVTDKEDALDFKKDKGAFYLVFEYMDHDLMGLLESGLVHFNENHIKSFMRQLMEGLDYCHKKNFLHRDIKCSNILLNNRGQIKLADFGLARLYSSEESRPYTNKVITLWYRPPELLLGEERYTPAIDVWSCGCILGELFTKKPIFQANQELAQLELIRHEENEVSDKQI. The pKd is 5.0. (5) The small molecule is COc1cc2c(Oc3ccc(NC(=O)C4(C(=O)Nc5ccc(F)cc5)CC4)cc3F)ccnc2cc1OCCCN1CCOCC1. The target protein (VRK2) has sequence MPPKRNEKYKLPIPFPEGKVLDDMEGNQWVLGKKIGSGGFGLIYLAFPTNKPEKDARHVVKVEYQENGPLFSELKFYQRVAKKDCIKKWIERKQLDYLGIPLFYGSGLTEFKGRSYRFMVMERLGIDLQKISGQNGTFKKSTVLQLGIRMLDVLEYIHENEYVHGDIKAANLLLGYKNPDQVYLADYGLSYRYCPNGNHKQYQENPRKGHNGTIEFTSLDAHKGVALSRRSDVEILGYCMLRWLCGKLPWEQNLKDPVAVQTAKTNLLDELPQSVLKWAPSGSSCCEIAQFLVCAHSLAYDEKPNYQALKKILNPHGIPLGPLDFSTKGQSINVHTPNSQKVDSQKAATKQVNKAHNRLIEKKVHSERSAESCATWKVQKEEKLIGLMNNEAAQESTRRRQKYQESQEPLNEVNSFPQKISYTQFPNSFYEPHQDFTSPDIFKKSRSPSWYKYTSTVSTGITDLESSTGLWPTISQFTLSEETNADVYYYRIIIPVLLML.... The pKd is 5.0. (6) The drug is Cc1ccc2nc(NCCN)c3ncc(C)n3c2c1.Cl. The target protein (TTK) has sequence MESEDLSGRELTIDSIMNKVRDIKNKFKNEDLTDELSLNKISADTTDNSGTVNQIMMMANNPEDWLSLLLKLEKNSVPLSDALLNKLIGRYSQAIEALPPDKYGQNESFARIQVRFAELKAIQEPDDARDYFQMARANCKKFAFVHISFAQFELSQGNVKKSKQLLQKAVERGAVPLEMLEIALRNLNLQKKQLLSEEEKKNLSASTVLTAQESFSGSLGHLQNRNNSCDSRGQTTKARFLYGENMPPQDAEIGYRNSLRQTNKTKQSCPFGRVPVNLLNSPDCDVKTDDSVVPCFMKRQTSRSECRDLVVPGSKPSGNDSCELRNLKSVQNSHFKEPLVSDEKSSELIITDSITLKNKTESSLLAKLEETKEYQEPEVPESNQKQWQSKRKSECINQNPAASSNHWQIPELARKVNTEQKHTTFEQPVFSVSKQSPPISTSKWFDPKSICKTPSSNTLDDYMSCFRTPVVKNDFPPACQLSTPYGQPACFQQQQHQILA.... The pKd is 5.0. (7) The compound is O=C(O)c1ccc(Nc2ncc3c(n2)-c2ccc(Cl)cc2C(c2c(F)cccc2F)=NC3)cc1. The target protein (ARK5) has sequence MEGAAAPVAGDRPDLGLGAPGSPREAVAGATAALEPRKPHGVKRHHHKHNLKHRYELQETLGKGTYGKVKRATERFSGRVVAIKSIRKDKIKDEQDMVHIRREIEIMSSLNHPHIISIYEVFENKDKIVIIMEYASKGELYDYISERRRLSERETRHFFRQIVSAVHYCHKNGVVHRDLKLENILLDDNCNIKIADFGLSNLYQKDKFLQTFCGSPLYASPEIVNGRPYRGPEVDSWALGVLLYTLVYGTMPFDGFDHKNLIRQISSGEYREPTQPSDARGLIRWMLMVNPDRRATIEDIANHWWVNWGYKSSVCDCDALHDSESPLLARIIDWHHRSTGLQADTEAKMKGLAKPTTSEVMLERQRSLKKSKKENDFAQSGQDAVPESPSKLSSKRPKGILKKRSNSEHRSHSTGFIEGVVGPALPSTFKMEQDLCRTGVLLPSSPEAEVPGKLSPKQSATMPKKGILKKTQQRESGYYSSPERSESSELLDSNDVMGSS.... The pKd is 5.0. (8) The drug is N#CCC(C1CCCC1)n1cc(-c2ncnc3[nH]ccc23)cn1.O=P(O)(O)O. The target protein (EPHB4) has sequence MELRVLLCWASLAAALEETLLNTKLETADLKWVTFPQVDGQWEELSGLDEEQHSVRTYEVCDVQRAPGQAHWLRTGWVPRRGAVHVYATLRFTMLECLSLPRAGRSCKETFTVFYYESDADTATALTPAWMENPYIKVDTVAAEHLTRKRPGAEATGKVNVKTLRLGPLSKAGFYLAFQDQGACMALLSLHLFYKKCAQLTVNLTRFPETVPRELVVPVAGSCVVDAVPAPGPSPSLYCREDGQWAEQPVTGCSCAPGFEAAEGNTKCRACAQGTFKPLSGEGSCQPCPANSHSNTIGSAVCQCRVGYFRARTDPRGAPCTTPPSAPRSVVSRLNGSSLHLEWSAPLESGGREDLTYALRCRECRPGGSCAPCGGDLTFDPGPRDLVEPWVVVRGLRPDFTYTFEVTALNGVSSLATGPVPFEPVNVTTDREVPPAVSDIRVTRSSPSSLSLAWAVPRAPSGAVLDYEVKYHEKGAEGPSSVRFLKTSENRAELRGLKRG.... The pKd is 5.0. (9) The small molecule is CNC1CC2OC(C)(C1OC)n1c3ccccc3c3c4c(c5c6ccccc6n2c5c31)C(=O)NC4. The target protein (EPHA3) has sequence MDCQLSILLLLSCSVLDSFGELIPQPSNEVNLLDSKTIQGELGWISYPSHGWEEISGVDEHYTPIRTYQVCNVMDHSQNNWLRTNWVPRNSAQKIYVELKFTLRDCNSIPLVLGTCKETFNLYYMESDDDHGVKFREHQFTKIDTIAADESFTQMDLGDRILKLNTEIREVGPVNKKGFYLAFQDVGACVALVSVRVYFKKCPFTVKNLAMFPDTVPMDSQSLVEVRGSCVNNSKEEDPPRMYCSTEGEWLVPIGKCSCNAGYEERGFMCQACRPGFYKALDGNMKCAKCPPHSSTQEDGSMNCRCENNYFRADKDPPSMACTRPPSSPRNVISNINETSVILDWSWPLDTGGRKDVTFNIICKKCGWNIKQCEPCSPNVRFLPRQFGLTNTTVTVTDLLAHTNYTFEIDAVNGVSELSSPPRQFAAVSITTNQAAPSPVLTIKKDRTSRNSISLSWQEPEHPNGIILDYEVKYYEKQEQETSYTILRARGTNVTISSLK.... The pKd is 7.6. (10) The compound is O=C(O)c1ccc(Nc2ncc3c(n2)-c2ccc(Cl)cc2C(c2c(F)cccc2F)=NC3)cc1. The target protein (NEK4) has sequence MPLAAYCYLRVVGKGSYGEVTLVKHRRDGKQYVIKKLNLRNASSRERRAAEQEAQLLSQLKHPNIVTYKESWEGGDGLLYIVMGFCEGGDLYRKLKEQKGQLLPENQVVEWFVQIAMALQYLHEKHILHRDLKTQNVFLTRTNIIKVGDLGIARVLENHCDMASTLIGTPYYMSPELFSNKPYNYKSDVWALGCCVYEMATLKHAFNAKDMNSLVYRIIEGKLPPMPRDYSPELAELIRTMLSKRPEERPSVRSILRQPYIKRQISFFLEATKIKTSKNNIKNGDSQSKPFATVVSGEAESNHEVIHPQPLSSEGSQTYIMGEGKCLSQEKPRASGLLKSPASLKAHTCKQDLSNTTELATISSVNIDILPAKGRDSVSDGFVQENQPRYLDASNELGGICSISQVEEEMLQDNTKSSAQPENLIPMWSSDIVTGEKNEPVKPLQPLKKKK. The pKd is 5.0.